This data is from Reaction yield outcomes from USPTO patents with 853,638 reactions. The task is: Predict the reaction yield, written as a fraction of the theoretical maximum amount of product (1.0 means a 100% yield; for example, 0.34 means a 34% yield). (1) The reactants are [CH3:1][O:2][C:3]([C:5]1[CH2:6][N:7]([C:30]([O:32][C:33]([CH3:36])([CH3:35])[CH3:34])=[O:31])[CH2:8][CH2:9][C:10]=1[C:11]1[CH:12]=[N:13][C:14]([O:17][CH2:18][CH2:19][O:20][C:21]2[C:26]([Cl:27])=[CH:25][C:24]([CH3:28])=[CH:23][C:22]=2[Cl:29])=[CH:15][CH:16]=1)=[O:4].Cl. The catalyst is CO. The product is [CH3:1][O:2][C:3]([CH:5]1[CH:10]([C:11]2[CH:12]=[N:13][C:14]([O:17][CH2:18][CH2:19][O:20][C:21]3[C:22]([Cl:29])=[CH:23][C:24]([CH3:28])=[CH:25][C:26]=3[Cl:27])=[CH:15][CH:16]=2)[CH2:9][CH2:8][N:7]([C:30]([O:32][C:33]([CH3:36])([CH3:35])[CH3:34])=[O:31])[CH2:6]1)=[O:4]. The yield is 0.700. (2) The reactants are N.[Li].[CH:3]#[CH:4].[Si](O[CH2:13][CH:14]1[CH2:19][CH2:18][CH:17]([CH2:20][O:21]S(C2C=CC(C)=CC=2)(=O)=O)[CH2:16][CH2:15]1)(C(C)(C)C)(C)C. The product is [CH2:13]([CH:14]1[CH2:15][CH2:16][CH:17]([CH2:20][OH:21])[CH2:18][CH2:19]1)[C:3]#[CH:4]. The yield is 0.930. The catalyst is CS(C)=O.C1COCC1. (3) The yield is 0.900. The catalyst is CN(C=O)C.O. The reactants are N[C:2]1C=C(Br)C=CC=1C(OC)=O.[Br:13][C:14]1[CH:22]=[CH:21][C:17]([C:18]([OH:20])=[O:19])=[C:16]([N+:23]([O-:25])=[O:24])[CH:15]=1.N12CCCN=C1CCCCC2.IC. The product is [Br:13][C:14]1[CH:22]=[CH:21][C:17]([C:18]([O:20][CH3:2])=[O:19])=[C:16]([N+:23]([O-:25])=[O:24])[CH:15]=1. (4) The reactants are [CH3:1][O:2][C:3]1[N:8]=[CH:7][C:6]([OH:9])=[CH:5][CH:4]=1.[H-].[Na+].[CH3:12][O:13][CH2:14]Cl. The catalyst is CN(C=O)C. The product is [CH3:1][O:2][C:3]1[CH:4]=[CH:5][C:6]([O:9][CH2:12][O:13][CH3:14])=[CH:7][N:8]=1. The yield is 0.893. (5) The product is [Cl:1][C:2]1[CH:3]=[C:4]([CH:24]([CH2:32][CH:33]([CH3:35])[CH3:34])[C:25]([O:27][CH2:28][CH3:29])=[O:26])[CH:5]=[C:6]([C:14]2[CH:15]=[CH:16][C:17]([C:20]([F:21])([F:22])[F:23])=[CH:18][CH:19]=2)[C:7]=1[O:8][CH2:9][C:10]([F:13])([F:12])[F:11]. The reactants are [Cl:1][C:2]1[CH:3]=[C:4]([CH2:24][C:25]([O:27][CH2:28][CH3:29])=[O:26])[CH:5]=[C:6]([C:14]2[CH:19]=[CH:18][C:17]([C:20]([F:23])([F:22])[F:21])=[CH:16][CH:15]=2)[C:7]=1[O:8][CH2:9][C:10]([F:13])([F:12])[F:11].[H-].[Na+].[CH2:32](Br)[CH:33]([CH3:35])[CH3:34].[NH4+].[Cl-]. The yield is 0.590. The catalyst is CN(C=O)C. (6) The reactants are [CH3:1][Mg]Br.[Cl:4][C:5]1[CH:6]=[C:7]2[C:11](=[C:12]([CH:14]=[O:15])[CH:13]=1)[N:10]([CH2:16][O:17][CH2:18][CH2:19][Si:20]([CH3:23])([CH3:22])[CH3:21])[CH:9]=[C:8]2[C:24]#[N:25]. The catalyst is C1COCC1. The product is [Cl:4][C:5]1[CH:6]=[C:7]2[C:11](=[C:12]([CH:14]([OH:15])[CH3:1])[CH:13]=1)[N:10]([CH2:16][O:17][CH2:18][CH2:19][Si:20]([CH3:22])([CH3:21])[CH3:23])[CH:9]=[C:8]2[C:24]#[N:25]. The yield is 0.701. (7) The reactants are [I:1][CH3:2].[Br:3][C:4]1[CH:13]=[CH:12][C:11]([N+:14]([O-:16])=[O:15])=[C:10]2[C:5]=1[CH:6]=[CH:7][N:8]=[CH:9]2. The catalyst is CN(C)C=O. The product is [I-:1].[Br:3][C:4]1[CH:13]=[CH:12][C:11]([N+:14]([O-:16])=[O:15])=[C:10]2[C:5]=1[CH:6]=[CH:7][N+:8]([CH3:2])=[CH:9]2. The yield is 0.830. (8) The reactants are Cl.[CH2:2]([NH2:11])[C:3]([C:5]1[CH:10]=[CH:9][CH:8]=[CH:7][CH:6]=1)=O.[CH3:12][S:13]([CH2:16][C:17](=O)[CH3:18])(=[O:15])=[O:14].C([O-])(=O)C.[Na+]. The catalyst is C(O)(=O)C.C(O)C.O. The product is [CH3:12][S:13]([C:16]1[C:3]([C:5]2[CH:10]=[CH:9][CH:8]=[CH:7][CH:6]=2)=[CH:2][NH:11][C:17]=1[CH3:18])(=[O:15])=[O:14]. The yield is 0.120.